From a dataset of NCI-60 drug combinations with 297,098 pairs across 59 cell lines. Regression. Given two drug SMILES strings and cell line genomic features, predict the synergy score measuring deviation from expected non-interaction effect. (1) Cell line: OVCAR3. Synergy scores: CSS=24.8, Synergy_ZIP=-1.57, Synergy_Bliss=1.31, Synergy_Loewe=-20.0, Synergy_HSA=2.83. Drug 2: CCC1(CC2CC(C3=C(CCN(C2)C1)C4=CC=CC=C4N3)(C5=C(C=C6C(=C5)C78CCN9C7C(C=CC9)(C(C(C8N6C=O)(C(=O)OC)O)OC(=O)C)CC)OC)C(=O)OC)O.OS(=O)(=O)O. Drug 1: CC1=CC=C(C=C1)C2=CC(=NN2C3=CC=C(C=C3)S(=O)(=O)N)C(F)(F)F. (2) Drug 1: C1=NC2=C(N=C(N=C2N1C3C(C(C(O3)CO)O)O)F)N. Drug 2: C1CC(C1)(C(=O)O)C(=O)O.[NH2-].[NH2-].[Pt+2]. Cell line: SF-539. Synergy scores: CSS=-2.70, Synergy_ZIP=0.142, Synergy_Bliss=-0.182, Synergy_Loewe=-2.64, Synergy_HSA=-2.50. (3) Drug 1: CC1=CC2C(CCC3(C2CCC3(C(=O)C)OC(=O)C)C)C4(C1=CC(=O)CC4)C. Drug 2: CC1=C(C(=O)C2=C(C1=O)N3CC4C(C3(C2COC(=O)N)OC)N4)N. Cell line: HOP-92. Synergy scores: CSS=3.53, Synergy_ZIP=2.07, Synergy_Bliss=9.09, Synergy_Loewe=-14.3, Synergy_HSA=0.697. (4) Drug 2: C1=CC(=C(C=C1I)F)NC2=C(C=CC(=C2F)F)C(=O)NOCC(CO)O. Synergy scores: CSS=54.8, Synergy_ZIP=-1.63, Synergy_Bliss=-2.17, Synergy_Loewe=-16.4, Synergy_HSA=1.43. Cell line: SW-620. Drug 1: C1CC(C1)(C2=CC=C(C=C2)C3=C(C=C4C(=N3)C=CN5C4=NNC5=O)C6=CC=CC=C6)N.